This data is from Forward reaction prediction with 1.9M reactions from USPTO patents (1976-2016). The task is: Predict the product of the given reaction. (1) Given the reactants [F:1][C:2]([F:44])([F:43])[C:3]1[CH:4]=[C:5]([CH:36]=[C:37]([C:39]([F:42])([F:41])[F:40])[CH:38]=1)[CH2:6][N:7]([CH2:15][C:16]1[CH:17]=[C:18]2[CH:33]=[N:32][N:31]([CH2:34][CH3:35])[C:19]2=[N:20][C:21]=1[N:22]([CH2:27][CH:28]1[CH2:30][CH2:29]1)[CH2:23][CH:24]1[CH2:26][CH2:25]1)[C:8]1[N:13]=[CH:12][C:11](Br)=[CH:10][N:9]=1.CC(C)([O-])C.[Na+].[NH:51]1[CH2:56][CH2:55][O:54][CH2:53][CH2:52]1.[C:57]1(C)[CH:62]=[CH:61][CH:60]=[CH:59][CH:58]=1, predict the reaction product. The product is: [F:1][C:2]([F:44])([F:43])[C:3]1[CH:4]=[C:5]([CH:36]=[C:37]([C:39]([F:42])([F:41])[F:40])[CH:38]=1)[CH2:6][N:7]([CH2:15][C:16]1[CH:17]=[C:18]2[CH:33]=[N:32][N:31]([CH2:34][CH3:35])[C:19]2=[N:20][C:21]=1[N:22]([CH2:27][CH:28]1[CH2:30][CH2:29]1)[CH2:23][CH:24]1[CH2:26][CH2:25]1)[C:8]1[N:13]=[CH:12][C:11]([C:57]2[CH:62]=[CH:61][C:60]([N:51]3[CH2:56][CH2:55][O:54][CH2:53][CH2:52]3)=[CH:59][CH:58]=2)=[CH:10][N:9]=1. (2) Given the reactants [CH2:1]([O:8][C@@H:9]1[C@@H:18]([O:19][CH2:20][C:21]2[CH:26]=[CH:25][CH:24]=[CH:23][CH:22]=2)[C@@H:17]([O:27][CH2:28][C:29]2[CH:34]=[CH:33][CH:32]=[CH:31][CH:30]=2)[C@@H:16]([CH2:35][OH:36])[O:15][C@@H:10]1[O:11][CH2:12][CH:13]=[CH2:14])[C:2]1[CH:7]=[CH:6][CH:5]=[CH:4][CH:3]=1.[H-].[Na+].CC1C=CC(S(O[CH2:50][CH2:51][CH2:52][CH2:53][CH2:54][CH2:55][N:56]=[N+:57]=[N-:58])(=O)=O)=CC=1, predict the reaction product. The product is: [N:56]([CH2:55][CH2:54][CH2:53][CH2:52][CH2:51][CH2:50][CH:35]([OH:36])[C@H:16]1[O:15][C@H:10]([O:11][CH2:12][CH:13]=[CH2:14])[C@H:9]([O:8][CH2:1][C:2]2[CH:7]=[CH:6][CH:5]=[CH:4][CH:3]=2)[C@@H:18]([O:19][CH2:20][C:21]2[CH:26]=[CH:25][CH:24]=[CH:23][CH:22]=2)[C@H:17]1[O:27][CH2:28][C:29]1[CH:34]=[CH:33][CH:32]=[CH:31][CH:30]=1)=[N+:57]=[N-:58]. (3) Given the reactants [C:1](Cl)(=[O:3])[CH3:2].[C:5]([O:9][C:10](=[O:53])[N:11]([CH:40]1[CH2:45][CH2:44][N:43]([CH2:46][C:47]2[CH:52]=[CH:51][CH:50]=[CH:49][CH:48]=2)[CH2:42][CH2:41]1)[CH2:12][C:13]1[N:14]=[C:15]([CH2:37][NH:38][CH3:39])[N:16]([C:18]([C:31]2[CH:36]=[CH:35][CH:34]=[CH:33][CH:32]=2)([C:25]2[CH:30]=[CH:29][CH:28]=[CH:27][CH:26]=2)[C:19]2[CH:24]=[CH:23][CH:22]=[CH:21][CH:20]=2)[CH:17]=1)([CH3:8])([CH3:7])[CH3:6].C(N(CC)CC)C, predict the reaction product. The product is: [C:5]([O:9][C:10](=[O:53])[N:11]([CH2:12][C:13]1[N:14]=[C:15]([CH2:37][N:38]([C:1](=[O:3])[CH3:2])[CH3:39])[N:16]([C:18]([C:31]2[CH:32]=[CH:33][CH:34]=[CH:35][CH:36]=2)([C:19]2[CH:20]=[CH:21][CH:22]=[CH:23][CH:24]=2)[C:25]2[CH:30]=[CH:29][CH:28]=[CH:27][CH:26]=2)[CH:17]=1)[CH:40]1[CH2:45][CH2:44][N:43]([CH2:46][C:47]2[CH:52]=[CH:51][CH:50]=[CH:49][CH:48]=2)[CH2:42][CH2:41]1)([CH3:8])([CH3:6])[CH3:7].